Dataset: Peptide-MHC class II binding affinity with 134,281 pairs from IEDB. Task: Regression. Given a peptide amino acid sequence and an MHC pseudo amino acid sequence, predict their binding affinity value. This is MHC class II binding data. (1) The peptide sequence is DTGHGTVVMQVKVSK. The MHC is DRB1_1101 with pseudo-sequence DRB1_1101. The binding affinity (normalized) is 0.521. (2) The peptide sequence is AVIRGKKGAGGITIK. The MHC is DRB1_1201 with pseudo-sequence DRB1_1201. The binding affinity (normalized) is 0.316. (3) The peptide sequence is EIINEFLIDTNQLGH. The MHC is DRB1_0101 with pseudo-sequence DRB1_0101. The binding affinity (normalized) is 0.740. (4) The peptide sequence is CAWTIVRVEILRNFY. The MHC is DRB1_0405 with pseudo-sequence DRB1_0405. The binding affinity (normalized) is 0.547.